Dataset: Full USPTO retrosynthesis dataset with 1.9M reactions from patents (1976-2016). Task: Predict the reactants needed to synthesize the given product. (1) Given the product [CH2:1]([N:8]([C:9]1[CH:10]=[CH:11][C:12]([CH2:15][CH2:16][CH2:17][CH2:18][CH2:19][CH2:20][CH2:21][CH3:22])=[CH:13][CH:14]=1)[C:32]([NH:31][C:25]1[C:24]([CH3:23])=[CH:29][CH:28]=[CH:27][C:26]=1[CH3:30])=[O:33])[C:2]1[CH:3]=[CH:4][CH:5]=[CH:6][CH:7]=1, predict the reactants needed to synthesize it. The reactants are: [CH2:1]([NH:8][C:9]1[CH:14]=[CH:13][C:12]([CH2:15][CH2:16][CH2:17][CH2:18][CH2:19][CH2:20][CH2:21][CH3:22])=[CH:11][CH:10]=1)[C:2]1[CH:7]=[CH:6][CH:5]=[CH:4][CH:3]=1.[CH3:23][C:24]1[CH:29]=[CH:28][CH:27]=[C:26]([CH3:30])[C:25]=1[N:31]=[C:32]=[O:33]. (2) Given the product [Cl:23][C:16]1[CH:15]=[C:14]2[C:19](=[CH:18][C:17]=1[Cl:22])[C:20]([OH:21])=[C:11]([C:9](=[O:10])[CH2:8][CH2:7][CH:2]=[O:1])[C:12](=[O:26])[C:13]2([CH3:25])[CH3:24], predict the reactants needed to synthesize it. The reactants are: [O:1]1CCCO[CH:2]1[CH2:7][CH2:8][C:9]([C:11]1[C:12](=[O:26])[C:13]([CH3:25])([CH3:24])[C:14]2[C:19]([C:20]=1[OH:21])=[CH:18][C:17]([Cl:22])=[C:16]([Cl:23])[CH:15]=2)=[O:10]. (3) Given the product [Cl:1][C:2]1[CH:7]=[CH:6][C:5]([C:8]2[N:9]([CH2:14][C@H:15]([OH:20])[C:16]([F:18])([F:19])[F:17])[C:10](=[O:13])[N:11]([CH2:33][C:30]3[S:29][C:28]([Cl:27])=[N:32][CH:31]=3)[N:12]=2)=[CH:4][CH:3]=1, predict the reactants needed to synthesize it. The reactants are: [Cl:1][C:2]1[CH:7]=[CH:6][C:5]([C:8]2[N:9]([CH2:14][C@H:15]([OH:20])[C:16]([F:19])([F:18])[F:17])[C:10](=[O:13])[NH:11][N:12]=2)=[CH:4][CH:3]=1.C(=O)([O-])[O-].[K+].[K+].[Cl:27][C:28]1[S:29][C:30]([CH2:33]Cl)=[CH:31][N:32]=1.O. (4) Given the product [Br:1][C:2]1[C:6]2=[N:7][CH:8]=[C:9]([CH2:11][OH:12])[CH:10]=[C:5]2[N:4]([C:15]([C:16]2[C:21]([C:22]([F:25])([F:23])[F:24])=[CH:20][CH:19]=[CH:18][C:17]=2[Cl:26])=[O:27])[N:3]=1, predict the reactants needed to synthesize it. The reactants are: [Br:1][C:2]1[C:6]2=[N:7][CH:8]=[C:9]([C:11](OC)=[O:12])[CH:10]=[C:5]2[N:4]([C:15](=[O:27])[C:16]2[C:21]([C:22]([F:25])([F:24])[F:23])=[CH:20][CH:19]=[CH:18][C:17]=2[Cl:26])[N:3]=1.CC(C[AlH]CC(C)C)C.[OH-].[Na+].O.